From a dataset of Reaction yield outcomes from USPTO patents with 853,638 reactions. Predict the reaction yield, written as a fraction of the theoretical maximum amount of product (1.0 means a 100% yield; for example, 0.34 means a 34% yield). (1) The reactants are Br[C:2]1[CH:18]=[C:17]([CH3:19])[C:5]2[N:6]=[C:7]([NH:10][C:11]3[CH:16]=[CH:15][CH:14]=[CH:13][CH:12]=3)[N:8]=[N:9][C:4]=2[CH:3]=1.[CH3:20][O:21][C:22]1[CH:27]=[CH:26][CH:25]=[C:24]([O:28][CH3:29])[C:23]=1B(O)O.C(=O)([O-])[O-].[K+].[K+].C1(P(C2C=CC=CC=2)C2C=CC=CC=2)C=CC=CC=1. The catalyst is CN(C)C(=O)C.C(O)C.O.[Pd].[Pd].C(=CC(C=CC1C=CC=CC=1)=O)C1C=CC=CC=1.C(=CC(C=CC1C=CC=CC=1)=O)C1C=CC=CC=1.C(=CC(C=CC1C=CC=CC=1)=O)C1C=CC=CC=1. The product is [CH3:20][O:21][C:22]1[CH:27]=[CH:26][CH:25]=[C:24]([O:28][CH3:29])[C:23]=1[C:2]1[CH:18]=[C:17]([CH3:19])[C:5]2[N:6]=[C:7]([NH:10][C:11]3[CH:16]=[CH:15][CH:14]=[CH:13][CH:12]=3)[N:8]=[N:9][C:4]=2[CH:3]=1. The yield is 0.424. (2) The reactants are [N+:1]([C:4]1[CH:9]=[CH:8][C:7]([CH2:10][C:11]([CH3:13])=[O:12])=[CH:6][CH:5]=1)([O-])=O.CO. The catalyst is [C].[Pd].O1CCCC1. The product is [NH2:1][C:4]1[CH:5]=[CH:6][C:7]([CH2:10][C:11]([CH3:13])=[O:12])=[CH:8][CH:9]=1. The yield is 0.676. (3) The reactants are C(O)(=O)C.[NH2:5][CH:6]([C:9]1[CH:14]=[CH:13][C:12]([O:15][CH3:16])=[C:11]([O:17][CH2:18][CH3:19])[CH:10]=1)[C:7]#[N:8].[C:20]([NH:23][C:24]1[CH:34]=[CH:33][CH:32]=[C:26]2[C:27]([O:29][C:30](=O)[C:25]=12)=[O:28])(=[O:22])[CH3:21]. The catalyst is C(O)(=O)C.CCOC(C)=O. The product is [C:7]([CH:6]([C:9]1[CH:14]=[CH:13][C:12]([O:15][CH3:16])=[C:11]([O:17][CH2:18][CH3:19])[CH:10]=1)[N:5]1[C:30](=[O:29])[C:25]2[C:26](=[CH:32][CH:33]=[CH:34][C:24]=2[NH:23][C:20](=[O:22])[CH3:21])[C:27]1=[O:28])#[N:8]. The yield is 0.830. (4) The reactants are [C:1]12([C:11](=[O:22])[CH2:12][S:13][C:14]3[CH:19]=[C:18]([Cl:20])[CH:17]=[CH:16][C:15]=3[Cl:21])[CH2:10][CH:5]3[CH2:6][CH:7]([CH2:9][CH:3]([CH2:4]3)[CH2:2]1)[CH2:8]2.C1C=C(Cl)C=C(C(OO)=[O:31])C=1. The catalyst is C(Cl)Cl. The product is [C:1]12([C:11](=[O:22])[CH2:12][S:13]([C:14]3[CH:19]=[C:18]([Cl:20])[CH:17]=[CH:16][C:15]=3[Cl:21])=[O:31])[CH2:8][CH:7]3[CH2:9][CH:3]([CH2:4][CH:5]([CH2:6]3)[CH2:10]1)[CH2:2]2. The yield is 0.770. (5) The reactants are Cl[C:2]1[C:7]([C:8]([O:10][CH2:11][CH3:12])=[O:9])=[CH:6][N:5]=[C:4]([S:13][CH3:14])[N:3]=1.FC(F)(F)C(O)=O.[CH3:22][O:23][C@H:24]1[CH2:29][CH2:28][CH2:27][C@@H:26]([NH2:30])[CH2:25]1.CCN(C(C)C)C(C)C. The catalyst is C(O)C. The product is [CH3:22][O:23][C@H:24]1[CH2:29][CH2:28][CH2:27][C@@H:26]([NH:30][C:2]2[C:7]([C:8]([O:10][CH2:11][CH3:12])=[O:9])=[CH:6][N:5]=[C:4]([S:13][CH3:14])[N:3]=2)[CH2:25]1. The yield is 0.940. (6) The reactants are [C:1]([O:5][C:6](=[O:20])[NH:7][C@@H:8]1[C:14](=[O:15])[NH:13][C:12]2[CH:16]=[CH:17][CH:18]=[CH:19][C:11]=2[NH:10][CH2:9]1)([CH3:4])([CH3:3])[CH3:2].[Li+].C[Si]([N-][Si](C)(C)C)(C)C.[Br:31][C:32]1[CH:33]=[C:34]2[C:39](=[CH:40][CH:41]=1)[C:38]([CH2:42]Cl)=[C:37]([O:44][CH3:45])[CH:36]=[CH:35]2.[Na+].[I-]. The catalyst is C1COCC1. The product is [C:1]([O:5][C:6](=[O:20])[NH:7][C@@H:8]1[C:14](=[O:15])[N:13]([CH2:42][C:38]2[C:39]3[C:34](=[CH:33][C:32]([Br:31])=[CH:41][CH:40]=3)[CH:35]=[CH:36][C:37]=2[O:44][CH3:45])[C:12]2[CH:16]=[CH:17][CH:18]=[CH:19][C:11]=2[NH:10][CH2:9]1)([CH3:4])([CH3:2])[CH3:3]. The yield is 0.720. (7) The reactants are [Cl:1][C:2]1[C:20]([O:21][CH:22]([CH2:25][CH3:26])[CH2:23][CH3:24])=[CH:19][C:5]([C:6]([NH:8][C:9]2[CH:18]=[CH:17][C:12]([C:13]([O:15]C)=[O:14])=[CH:11][CH:10]=2)=[O:7])=[CH:4][C:3]=1[O:27][CH2:28][CH3:29]. The catalyst is O1CCOCC1. The product is [Cl:1][C:2]1[C:20]([O:21][CH:22]([CH2:23][CH3:24])[CH2:25][CH3:26])=[CH:19][C:5]([C:6]([NH:8][C:9]2[CH:10]=[CH:11][C:12]([C:13]([OH:15])=[O:14])=[CH:17][CH:18]=2)=[O:7])=[CH:4][C:3]=1[O:27][CH2:28][CH3:29]. The yield is 0.650. (8) The reactants are Cl[C:2]1[N:11]=[CH:10][C:9]2[N:8]([CH3:12])[C:7](=[O:13])[C@@H:6]([CH:14]3[CH2:16][CH2:15]3)[N:5]([CH:17]3[CH2:21][CH2:20][CH2:19][CH2:18]3)[C:4]=2[N:3]=1.[NH2:22][C:23]1[CH:32]=[CH:31][C:26]([C:27]([O:29][CH3:30])=[O:28])=[CH:25][C:24]=1[O:33][CH3:34].C1(C)C=CC(S(O)(=O)=O)=CC=1. The catalyst is CC(C)CC(O)C. The product is [CH:17]1([N:5]2[C:4]3[N:3]=[C:2]([NH:22][C:23]4[CH:32]=[CH:31][C:26]([C:27]([O:29][CH3:30])=[O:28])=[CH:25][C:24]=4[O:33][CH3:34])[N:11]=[CH:10][C:9]=3[N:8]([CH3:12])[C:7](=[O:13])[C@H:6]2[CH:14]2[CH2:16][CH2:15]2)[CH2:21][CH2:20][CH2:19][CH2:18]1. The yield is 0.330. (9) The reactants are [CH3:1][C:2]1([CH3:22])[C@H:6]([C:7]2[CH:12]=[CH:11][C:10]([CH3:13])=[CH:9][CH:8]=2)[C:5]2[C:14]([CH3:21])=[C:15]([NH2:20])[C:16]([CH3:19])=[C:17]([CH3:18])[C:4]=2[O:3]1.[C:23]1([CH:29]2[CH2:35][C:34](=O)[O:33][C:31](=[O:32])[CH2:30]2)[CH:28]=[CH:27][CH:26]=[CH:25][CH:24]=1.C(N=C=NCCCN(C)C)C.O. The catalyst is C1COCC1. The product is [CH3:1][C:2]1([CH3:22])[C@H:6]([C:7]2[CH:8]=[CH:9][C:10]([CH3:13])=[CH:11][CH:12]=2)[C:5]2[C:14]([CH3:21])=[C:15]([N:20]3[C:34](=[O:33])[CH2:35][CH:29]([C:23]4[CH:28]=[CH:27][CH:26]=[CH:25][CH:24]=4)[CH2:30][C:31]3=[O:32])[C:16]([CH3:19])=[C:17]([CH3:18])[C:4]=2[O:3]1. The yield is 0.700.